This data is from CYP2C19 inhibition data for predicting drug metabolism from PubChem BioAssay. The task is: Regression/Classification. Given a drug SMILES string, predict its absorption, distribution, metabolism, or excretion properties. Task type varies by dataset: regression for continuous measurements (e.g., permeability, clearance, half-life) or binary classification for categorical outcomes (e.g., BBB penetration, CYP inhibition). Dataset: cyp2c19_veith. The compound is CC1=C(C#N)C(NC(=O)C(C)(C)C)(C(F)(F)F)C(=O)N1. The result is 0 (non-inhibitor).